Dataset: Full USPTO retrosynthesis dataset with 1.9M reactions from patents (1976-2016). Task: Predict the reactants needed to synthesize the given product. (1) Given the product [C:1]([O:5][C:6](=[O:30])[NH:7][C:8]1([C:20](=[O:29])[NH:21][C:22]2[CH:27]=[CH:26][C:25]([C:40]3[CH:41]=[CH:42][CH:43]=[CH:44][C:39]=3[S:36](=[O:38])(=[O:37])[NH:35][C:31]([CH3:32])([CH3:34])[CH3:33])=[CH:24][CH:23]=2)[CH2:13][O:12][CH:11]([C:14]2[CH:19]=[CH:18][CH:17]=[CH:16][CH:15]=2)[O:10][CH2:9]1)([CH3:4])([CH3:3])[CH3:2], predict the reactants needed to synthesize it. The reactants are: [C:1]([O:5][C:6](=[O:30])[NH:7][C:8]1([C:20](=[O:29])[NH:21][C:22]2[CH:27]=[CH:26][C:25](Br)=[CH:24][CH:23]=2)[CH2:13][O:12][CH:11]([C:14]2[CH:19]=[CH:18][CH:17]=[CH:16][CH:15]=2)[O:10][CH2:9]1)([CH3:4])([CH3:3])[CH3:2].[C:31]([NH:35][S:36]([C:39]1[CH:44]=[CH:43][CH:42]=[CH:41][C:40]=1B(O)O)(=[O:38])=[O:37])([CH3:34])([CH3:33])[CH3:32].C(=O)([O-])[O-].[Na+].[Na+].O. (2) Given the product [CH2:1]([O:3][C:4]([N:6]1[CH2:11][CH2:10][N:9]([C:12](=[O:39])[C@@H:13]([NH:23][C:24]([C:26]2[CH:31]=[C:30]([C:43]3[CH:44]=[CH:45][C:40]([CH3:49])=[CH:41][CH:42]=3)[N:29]=[C:28]([C:33]3[CH:38]=[CH:37][CH:36]=[CH:35][CH:34]=3)[N:27]=2)=[O:25])[CH2:14][CH2:15][C:16]([O:18][C:19]([CH3:22])([CH3:21])[CH3:20])=[O:17])[CH2:8][CH2:7]1)=[O:5])[CH3:2], predict the reactants needed to synthesize it. The reactants are: [CH2:1]([O:3][C:4]([N:6]1[CH2:11][CH2:10][N:9]([C:12](=[O:39])[C@@H:13]([NH:23][C:24]([C:26]2[CH:31]=[C:30](Cl)[N:29]=[C:28]([C:33]3[CH:38]=[CH:37][CH:36]=[CH:35][CH:34]=3)[N:27]=2)=[O:25])[CH2:14][CH2:15][C:16]([O:18][C:19]([CH3:22])([CH3:21])[CH3:20])=[O:17])[CH2:8][CH2:7]1)=[O:5])[CH3:2].[C:40]1([CH3:49])[CH:45]=[CH:44][C:43](B(O)O)=[CH:42][CH:41]=1. (3) Given the product [CH3:21][O:22][CH2:23][CH2:24][N:25]1[CH2:31][C@@H:7]([C:4]2[CH:5]=[CH:6][N:1]=[CH:2][CH:3]=2)[C@H:8]([C:9]([O:11][CH2:12][CH3:13])=[O:10])[CH2:26]1, predict the reactants needed to synthesize it. The reactants are: [N:1]1[CH:6]=[CH:5][C:4](/[CH:7]=[CH:8]/[C:9]([O:11][CH2:12][CH3:13])=[O:10])=[CH:3][CH:2]=1.C(O)(C(F)(F)F)=O.[CH3:21][O:22][CH2:23][CH2:24][N:25]([CH2:31]OC)[CH2:26][Si](C)(C)C. (4) Given the product [C:16]([O:15][C:13]([N:5]([CH2:4][C:3]1[CH:20]=[CH:21][CH:22]=[CH:23][C:2]=1[O:1][CH2:25][C:26]([NH2:28])=[O:27])[C:6]([O:8][C:9]([CH3:12])([CH3:10])[CH3:11])=[O:7])=[O:14])([CH3:17])([CH3:19])[CH3:18], predict the reactants needed to synthesize it. The reactants are: [OH:1][C:2]1[CH:23]=[CH:22][CH:21]=[CH:20][C:3]=1[CH2:4][N:5]([C:13]([O:15][C:16]([CH3:19])([CH3:18])[CH3:17])=[O:14])[C:6]([O:8][C:9]([CH3:12])([CH3:11])[CH3:10])=[O:7].Br[CH2:25][C:26]([NH2:28])=[O:27].C(=O)([O-])[O-].[K+].[K+].[I-].[K+].